Dataset: Reaction yield outcomes from USPTO patents with 853,638 reactions. Task: Predict the reaction yield, written as a fraction of the theoretical maximum amount of product (1.0 means a 100% yield; for example, 0.34 means a 34% yield). (1) The reactants are [N+:1]([C:4]1[C:9](=O)[NH:8][CH:7]=[C:6]([C:11]2[C:16]([C:17]([F:20])([F:19])[F:18])=[CH:15][CH:14]=[CH:13][N:12]=2)[CH:5]=1)([O-:3])=[O:2].S(Cl)([Cl:23])=O. The catalyst is CN(C=O)C. The product is [Cl:23][C:9]1[N:8]=[CH:7][C:6]([C:11]2[C:16]([C:17]([F:20])([F:19])[F:18])=[CH:15][CH:14]=[CH:13][N:12]=2)=[CH:5][C:4]=1[N+:1]([O-:3])=[O:2]. The yield is 0.930. (2) The reactants are [O:1]1[C:5]2[CH:6]=[CH:7][C:8]([CH2:10][NH:11][CH2:12][CH2:13][CH2:14][N:15]([CH2:26][C:27]#[N:28])[C:16]3[S:20][N:19]=[C:18]([N:21]4[CH:25]=[CH:24][N:23]=[CH:22]4)[N:17]=3)=[CH:9][C:4]=2[O:3][CH2:2]1.[N-:29]=[N+:30]=[N-:31].[Na+].CC(O)C.C(Cl)Cl. The catalyst is [Br-].[Zn+2].[Br-].C(Cl)Cl.CO. The product is [O:1]1[C:5]2[CH:6]=[CH:7][C:8]([CH2:10][NH:11][CH2:12][CH2:13][CH2:14][N:15]([C:16]3[S:20][N:19]=[C:18]([N:21]4[CH:25]=[CH:24][N:23]=[CH:22]4)[N:17]=3)[CH2:26][C:27]3[NH:31][N:30]=[N:29][N:28]=3)=[CH:9][C:4]=2[O:3][CH2:2]1. The yield is 0.350. (3) The reactants are [CH:1]1([CH2:6][NH:7][C@@H:8]2[CH2:13][CH2:12][C@@H:11]([CH2:14][C:15]([O:17][CH3:18])=[O:16])[CH2:10][C@H:9]2[C:19]2[CH:24]=[CH:23][C:22]([C:25]([F:28])([F:27])[F:26])=[CH:21][CH:20]=2)[CH2:5][CH2:4][CH2:3][CH2:2]1.CC(O)=O.[CH:33](=O)[C:34]1[CH:39]=[CH:38][CH:37]=[CH:36][CH:35]=1.C(O[BH-](OC(=O)C)OC(=O)C)(=O)C.[Na+]. The catalyst is C1COCC1. The product is [CH2:33]([N:7]([CH2:6][CH:1]1[CH2:2][CH2:3][CH2:4][CH2:5]1)[C@@H:8]1[CH2:13][CH2:12][C@@H:11]([CH2:14][C:15]([O:17][CH3:18])=[O:16])[CH2:10][C@H:9]1[C:19]1[CH:24]=[CH:23][C:22]([C:25]([F:26])([F:27])[F:28])=[CH:21][CH:20]=1)[C:34]1[CH:39]=[CH:38][CH:37]=[CH:36][CH:35]=1. The yield is 0.780. (4) The reactants are [CH:1]([C:3]1[CH:18]=[CH:17][C:6]([O:7][C:8]2[CH:16]=[CH:15][C:11]([C:12]([NH2:14])=[O:13])=[CH:10][N:9]=2)=[CH:5][CH:4]=1)=O.[CH2:19]([N:26]1[CH2:30][CH2:29][C@H:28]([NH2:31])[CH2:27]1)[C:20]1[CH:25]=[CH:24][CH:23]=[CH:22][CH:21]=1.[BH4-].[Na+]. The catalyst is CO. The product is [CH2:19]([N:26]1[CH2:30][CH2:29][C@H:28]([NH:31][CH2:1][C:3]2[CH:18]=[CH:17][C:6]([O:7][C:8]3[CH:16]=[CH:15][C:11]([C:12]([NH2:14])=[O:13])=[CH:10][N:9]=3)=[CH:5][CH:4]=2)[CH2:27]1)[C:20]1[CH:21]=[CH:22][CH:23]=[CH:24][CH:25]=1. The yield is 0.430. (5) The reactants are [I:1][C:2]1[CH:3]=[C:4]2[C:8](=[CH:9][CH:10]=1)[NH:7][C:6](=[O:11])[C:5]2=O.[NH:13]([C:15]([C:17]1[CH:22]=[CH:21][C:20]([NH:23][C:24]([C:26]2[CH:31]=[CH:30][C:29]([C:32]3[CH:37]=[CH:36][CH:35]=[CH:34][CH:33]=3)=[CH:28][CH:27]=2)=[O:25])=[CH:19][CH:18]=1)=[O:16])[NH2:14]. The catalyst is C(O)(=O)C. The product is [I:1][C:2]1[CH:3]=[C:4]2[C:8](=[CH:9][CH:10]=1)[NH:7][C:6](=[O:11])[C:5]2=[N:14][NH:13][C:15]([C:17]1[CH:18]=[CH:19][C:20]([NH:23][C:24]([C:26]2[CH:31]=[CH:30][C:29]([C:32]3[CH:37]=[CH:36][CH:35]=[CH:34][CH:33]=3)=[CH:28][CH:27]=2)=[O:25])=[CH:21][CH:22]=1)=[O:16]. The yield is 0.830.